From a dataset of Forward reaction prediction with 1.9M reactions from USPTO patents (1976-2016). Predict the product of the given reaction. Given the reactants [H-].[Na+].[N:3]1([CH2:8][CH2:9][O:10][CH2:11][C:12]2[CH:17]=[CH:16][C:15]([OH:18])=[CH:14][CH:13]=2)[CH:7]=[CH:6][N:5]=[N:4]1.Cl[CH2:20][C:21]1[N:22]=[C:23]([CH:26]=[CH:27][C:28]2[CH:33]=[CH:32][C:31]([O:34][CH:35]([F:37])[F:36])=[CH:30][CH:29]=2)[O:24][CH:25]=1.O, predict the reaction product. The product is: [F:37][CH:35]([F:36])[O:34][C:31]1[CH:32]=[CH:33][C:28](/[CH:27]=[CH:26]/[C:23]2[O:24][CH:25]=[C:21]([CH2:20][O:18][C:15]3[CH:14]=[CH:13][C:12]([CH2:11][O:10][CH2:9][CH2:8][N:3]4[CH:7]=[CH:6][N:5]=[N:4]4)=[CH:17][CH:16]=3)[N:22]=2)=[CH:29][CH:30]=1.